From a dataset of NCI-60 drug combinations with 297,098 pairs across 59 cell lines. Regression. Given two drug SMILES strings and cell line genomic features, predict the synergy score measuring deviation from expected non-interaction effect. (1) Drug 1: C1=CC(=CC=C1CCC2=CNC3=C2C(=O)NC(=N3)N)C(=O)NC(CCC(=O)O)C(=O)O. Drug 2: CC(C)CN1C=NC2=C1C3=CC=CC=C3N=C2N. Cell line: HCT116. Synergy scores: CSS=37.4, Synergy_ZIP=3.81, Synergy_Bliss=0.754, Synergy_Loewe=-16.8, Synergy_HSA=0.395. (2) Drug 1: CN1CCC(CC1)COC2=C(C=C3C(=C2)N=CN=C3NC4=C(C=C(C=C4)Br)F)OC. Drug 2: C(CN)CNCCSP(=O)(O)O. Cell line: MDA-MB-231. Synergy scores: CSS=1.64, Synergy_ZIP=-2.97, Synergy_Bliss=-4.68, Synergy_Loewe=-14.3, Synergy_HSA=-5.46. (3) Drug 1: C1=C(C(=O)NC(=O)N1)N(CCCl)CCCl. Drug 2: C1=CC=C(C(=C1)C(C2=CC=C(C=C2)Cl)C(Cl)Cl)Cl. Cell line: RPMI-8226. Synergy scores: CSS=20.7, Synergy_ZIP=-1.19, Synergy_Bliss=3.58, Synergy_Loewe=-13.1, Synergy_HSA=1.45. (4) Drug 1: CCC(=C(C1=CC=CC=C1)C2=CC=C(C=C2)OCCN(C)C)C3=CC=CC=C3.C(C(=O)O)C(CC(=O)O)(C(=O)O)O. Drug 2: CC1=C2C(C(=O)C3(C(CC4C(C3C(C(C2(C)C)(CC1OC(=O)C(C(C5=CC=CC=C5)NC(=O)OC(C)(C)C)O)O)OC(=O)C6=CC=CC=C6)(CO4)OC(=O)C)O)C)O. Cell line: T-47D. Synergy scores: CSS=8.36, Synergy_ZIP=9.19, Synergy_Bliss=18.3, Synergy_Loewe=11.7, Synergy_HSA=12.1.